Dataset: Full USPTO retrosynthesis dataset with 1.9M reactions from patents (1976-2016). Task: Predict the reactants needed to synthesize the given product. (1) Given the product [CH3:22][O:21][N:20]([CH3:19])[C:9](=[O:11])[CH2:8][CH2:7][C:1]1[CH:6]=[CH:5][CH:4]=[CH:3][CH:2]=1, predict the reactants needed to synthesize it. The reactants are: [C:1]1([CH2:7][CH2:8][C:9]([OH:11])=O)[CH:6]=[CH:5][CH:4]=[CH:3][CH:2]=1.C(Cl)(=O)C(Cl)=O.Cl.[CH3:19][NH:20][O:21][CH3:22].N1C=CC=CC=1. (2) Given the product [CH2:10]([N:3]1[CH2:8][CH2:7][CH2:6][CH2:5][C:4]1=[O:9])[CH2:11][CH3:12], predict the reactants needed to synthesize it. The reactants are: [OH-].[K+].[NH:3]1[CH2:8][CH2:7][CH2:6][CH2:5][C:4]1=[O:9].[CH2:10](Br)[CH2:11][CH3:12].Br. (3) Given the product [I:38][C:35]1[CH:36]=[CH:37][C:32]([O:31][CH:30]2[CH2:27][CH2:28][O:14][CH2:15][CH2:16]2)=[C:33]([CH:39]=[N:62][C:60]([O:69][Si:42]([CH3:44])([CH3:43])[CH3:41])=[CH2:61])[CH:34]=1, predict the reactants needed to synthesize it. The reactants are: BrC1C=CC(OC2[CH2:16][CH2:15][O:14]CC2)=C(C=1)C=O.C(OC(N1C[CH2:28][CH:27]([CH2:30][O:31][C:32]2[CH:37]=[CH:36][C:35]([I:38])=[CH:34][C:33]=2[CH:39]=O)CC1)=O)(C)(C)C.[CH3:41][Si:42](N[Si:42]([CH3:44])([CH3:43])[CH3:41])([CH3:44])[CH3:43].C([Li])CCC.C[Si](Cl)(C)C.[CH2:60]([N:62](CC)CC)[CH3:61].C(Cl)(=[O:69])C.